Dataset: Full USPTO retrosynthesis dataset with 1.9M reactions from patents (1976-2016). Task: Predict the reactants needed to synthesize the given product. (1) Given the product [O:61]1[C:60]2[CH:64]=[CH:65][C:57]([NH:54][C:55](=[O:56])[NH:32][C:33]3[CH:34]=[CH:35][C:36]([C:39]4[S:43][C:42]([CH:44]5[CH2:45][CH2:46][CH:47]([C:50]([O:52][CH3:53])=[O:51])[CH2:48][CH2:49]5)=[N:41][CH:40]=4)=[CH:37][CH:38]=3)=[CH:58][C:59]=2[O:63][CH2:62]1, predict the reactants needed to synthesize it. The reactants are: FC(F)(F)C1C=C(NC(=O)NC2C=CC(C3SC(CCC(OC)=O)=NC=3)=CC=2)C=CC=1.[NH2:32][C:33]1[CH:38]=[CH:37][C:36]([C:39]2[S:43][C:42]([CH:44]3[CH2:49][CH2:48][CH:47]([C:50]([O:52][CH3:53])=[O:51])[CH2:46][CH2:45]3)=[N:41][CH:40]=2)=[CH:35][CH:34]=1.[N:54]([C:57]1[CH:65]=[CH:64][C:60]2[O:61][CH2:62][O:63][C:59]=2[CH:58]=1)=[C:55]=[O:56]. (2) Given the product [CH:71]1([N:66]2[C:67]3[C:62](=[CH:61][C:60]([F:78])=[C:59]([N:56]4[CH2:57][CH2:58][CH:54]([CH2:53][N:47]([CH2:48][CH2:49][N:50]([CH3:52])[CH3:51])[CH:44]5[CH2:45][CH2:46][NH:41][CH2:42][CH2:43]5)[CH2:55]4)[C:68]=3[O:69][CH3:70])[C:63](=[O:77])[C:64]([C:74]([OH:76])=[O:75])=[CH:65]2)[CH2:73][CH2:72]1, predict the reactants needed to synthesize it. The reactants are: C1(N2C3C(=CC(F)=C(N4CCC(NC5CCNCC5)CC4)C=3OC)C(=O)C(C(O)=O)=C2)CC1.C(OC([N:41]1[CH2:46][CH2:45][CH:44]([N:47]([CH2:53][CH:54]2[CH2:58][CH2:57][N:56]([C:59]3[C:68]([O:69][CH3:70])=[C:67]4[C:62]([C:63](=[O:77])[C:64]([C:74]([OH:76])=[O:75])=[CH:65][N:66]4[CH:71]4[CH2:73][CH2:72]4)=[CH:61][C:60]=3[F:78])[CH2:55]2)[CH2:48][CH2:49][N:50]([CH3:52])[CH3:51])[CH2:43][CH2:42]1)=O)(C)(C)C. (3) Given the product [CH3:1][O:2][C:3]1[CH:35]=[C:34]([O:36][CH3:37])[CH:33]=[CH:32][C:4]=1[CH2:5][N:6]1[C:11]2[C:12]3[C:20]([O:21][CH2:22][CH2:23][C:10]=2[C:9]([OH:27])=[C:8]([C:28]([OH:30])=[O:29])[C:7]1=[O:31])=[CH:19][C:18]1[N:17]([CH3:24])[C:16]([CH:25]=[O:26])=[CH:15][C:14]=1[CH:13]=3, predict the reactants needed to synthesize it. The reactants are: [CH3:1][O:2][C:3]1[CH:35]=[C:34]([O:36][CH3:37])[CH:33]=[CH:32][C:4]=1[CH2:5][N:6]1[C:11]2[C:12]3[C:20]([O:21][CH2:22][CH2:23][C:10]=2[C:9]([OH:27])=[C:8]([C:28]([OH:30])=[O:29])[C:7]1=[O:31])=[CH:19][C:18]1[N:17]([CH3:24])[C:16]([CH2:25][OH:26])=[CH:15][C:14]=1[CH:13]=3. (4) The reactants are: [F:1][C:2]1[CH:22]=[C:21]([S:23]([CH3:26])(=[O:25])=[O:24])[C:20]([F:27])=[CH:19][C:3]=1[O:4][CH:5]1[CH2:9][CH2:8][N:7]([CH:10]2[CH2:15][CH2:14][N:13]([C:16]#[N:17])[CH2:12][CH2:11]2)[C:6]1=[O:18].[NH2:28][OH:29]. Given the product [F:1][C:2]1[CH:22]=[C:21]([S:23]([CH3:26])(=[O:25])=[O:24])[C:20]([F:27])=[CH:19][C:3]=1[O:4][C@@H:5]1[CH2:9][CH2:8][N:7]([CH:10]2[CH2:11][CH2:12][N:13](/[C:16](=[N:28]/[OH:29])/[NH2:17])[CH2:14][CH2:15]2)[C:6]1=[O:18], predict the reactants needed to synthesize it. (5) Given the product [NH2:10][CH2:11][CH2:12][CH2:13][CH2:14][C:15]1[CH:20]=[CH:19][C:18]([O:21][CH2:22][C:23]([NH:24][C:25]2[CH:26]=[CH:27][CH:28]=[CH:29][CH:30]=2)=[O:31])=[CH:17][CH:16]=1, predict the reactants needed to synthesize it. The reactants are: C(OC(=O)[NH:10][CH2:11][CH2:12][CH2:13][CH2:14][C:15]1[CH:20]=[CH:19][C:18]([O:21][CH2:22][C:23](=[O:31])[NH:24][C:25]2[CH:30]=[CH:29][CH:28]=[CH:27][CH:26]=2)=[CH:17][CH:16]=1)C1C=CC=CC=1.C(O)(=O)C.